This data is from Kir2.1 potassium channel HTS with 301,493 compounds. The task is: Binary Classification. Given a drug SMILES string, predict its activity (active/inactive) in a high-throughput screening assay against a specified biological target. (1) The drug is ClC1(Cl)C(C1)CCNC(=O)c1ccc([N+]([O-])=O)cc1. The result is 0 (inactive). (2) The molecule is S(CC(=O)NC1CCCCC1)Cc1[nH]c(=O)c2c(c(sc2n1)C)C. The result is 0 (inactive).